From a dataset of Catalyst prediction with 721,799 reactions and 888 catalyst types from USPTO. Predict which catalyst facilitates the given reaction. (1) Reactant: Br[C:2]1[CH:3]=[C:4]2[C:9](=[CH:10][CH:11]=1)[C:8](=[O:12])[N:7]([CH2:13][C:14]1[CH:19]=[CH:18][C:17]([O:20][CH3:21])=[CH:16][CH:15]=1)[CH2:6][CH2:5]2.C[O:23][C:24]1C=CC=[C:28](OC)[C:29]=1[C:30]1C=CC=CC=1P(C1CCCCC1)C1CCCCC1.C(=O)([O-])[O-].[Cs+].[Cs+].C(=O)C(C)C. Product: [CH3:21][O:20][C:17]1[CH:18]=[CH:19][C:14]([CH2:13][N:7]2[CH2:6][CH2:5][C:4]3[C:9](=[CH:10][CH:11]=[C:2]([C:29]([CH3:30])([CH3:28])[CH:24]=[O:23])[CH:3]=3)[C:8]2=[O:12])=[CH:15][CH:16]=1. The catalyst class is: 160. (2) Reactant: N1C=CN=C1.[Cl:6][C:7]1[CH:8]=[CH:9][C:10](=[O:24])[N:11]([CH2:13][CH2:14][CH2:15][N:16]2[CH2:21][CH2:20][CH:19]([CH2:22][OH:23])[CH2:18][CH2:17]2)[N:12]=1.[H-].[Na+].[NH2:27][C:28]1[C:33]2[CH2:34][CH2:35][O:36][C:32]=2[C:31]([C:37](N2C=CN=C2)=[O:38])=[CH:30][C:29]=1[Cl:44]. Product: [NH2:27][C:28]1[C:33]2[CH2:34][CH2:35][O:36][C:32]=2[C:31]([C:37]([O:23][CH2:22][CH:19]2[CH2:20][CH2:21][N:16]([CH2:15][CH2:14][CH2:13][N:11]3[C:10](=[O:24])[CH:9]=[CH:8][C:7]([Cl:6])=[N:12]3)[CH2:17][CH2:18]2)=[O:38])=[CH:30][C:29]=1[Cl:44]. The catalyst class is: 1. (3) Reactant: Br.[O:2]1[C:8]2[C:9]([OH:13])=[CH:10][CH:11]=[CH:12][C:7]=2[CH2:6][NH:5][CH2:4][CH2:3]1.C(N(CC)CC)C.[O:21](C(OC(C)(C)C)=O)[C:22]([O:24][C:25]([CH3:28])([CH3:27])[CH3:26])=O. Product: [OH:13][C:9]1[C:8]2[O:2][CH2:3][CH2:4][N:5]([C:22]([O:24][C:25]([CH3:28])([CH3:27])[CH3:26])=[O:21])[CH2:6][C:7]=2[CH:12]=[CH:11][CH:10]=1. The catalyst class is: 4. (4) Reactant: [CH3:1][O:2][CH2:3][CH2:4][O:5][CH2:6][O:7][C:8]1[CH:21]=[CH:20][C:11]([CH:12]=[C:13]([C:17]([OH:19])=[O:18])C(O)=O)=[CH:10][CH:9]=1.[C-:22]#[N:23].[K+].O.C(O)(=O)CC(CC(O)=O)(C(O)=O)O. Product: [C:22]([CH:12]([C:11]1[CH:10]=[CH:9][C:8]([O:7][CH2:6][O:5][CH2:4][CH2:3][O:2][CH3:1])=[CH:21][CH:20]=1)[CH2:13][C:17]([OH:19])=[O:18])#[N:23]. The catalyst class is: 8. (5) Reactant: [Cl-].[OH:2][C:3]1[CH:11]=[C:10]2[C:6]([CH2:7][CH2:8][CH:9]2[CH2:12][C:13]2[N:14]=[CH:15][NH2+:16][CH:17]=2)=[CH:5][CH:4]=1.[C:18]([Cl:21])(=[O:20])[CH3:19]. Product: [Cl-:21].[C:18]([O:2][C:3]1[CH:11]=[C:10]2[C:6]([CH2:7][CH2:8][CH:9]2[CH2:12][C:13]2[N:14]=[CH:15][NH2+:16][CH:17]=2)=[CH:5][CH:4]=1)(=[O:20])[CH3:19]. The catalyst class is: 55. (6) Reactant: C[O:2][C:3]1[CH:4]=[C:5]([C:11]2[N:16]=[C:15]([S:17][CH2:18][CH3:19])[N:14]3[CH:20]=[CH:21][N:22]=[C:13]3[CH:12]=2)[CH:6]=[CH:7][C:8]=1[O:9]C.B(Br)(Br)Br. Product: [CH2:18]([S:17][C:15]1[N:14]2[CH:20]=[CH:21][N:22]=[C:13]2[CH:12]=[C:11]([C:5]2[CH:4]=[C:3]([OH:2])[C:8]([OH:9])=[CH:7][CH:6]=2)[N:16]=1)[CH3:19]. The catalyst class is: 2. (7) Reactant: CC(O)=O.[C:5]([O:8][C@@H:9]1[C@@H:14]([O:15][C:16](=[O:18])[CH3:17])[C@H:13]([O:19][C:20](=[O:22])[CH3:21])[CH2:12][O:11][C@@H:10]1[CH2:23][CH2:24][CH2:25][CH2:26][O:27][C:28]1[CH:33]=[C:32]([CH3:34])[C:31]([NH:35][C:36]([CH:38]2[C:43]([CH3:45])([CH3:44])[CH2:42][O:41]C(C)(C)[O:39]2)=[O:37])=[C:30]([CH3:48])[CH:29]=1)(=[O:7])[CH3:6]. Product: [OH:39][CH:38]([C:43]([CH3:45])([CH3:44])[CH2:42][OH:41])[C:36]([NH:35][C:31]1[C:30]([CH3:48])=[CH:29][C:28]([O:27][CH2:26][CH2:25][CH2:24][CH2:23][C@H:10]2[O:11][CH2:12][C@@H:13]([O:19][C:20](=[O:22])[CH3:21])[C@H:14]([O:15][C:16](=[O:18])[CH3:17])[C@H:9]2[O:8][C:5](=[O:7])[CH3:6])=[CH:33][C:32]=1[CH3:34])=[O:37]. The catalyst class is: 6. (8) Reactant: [CH3:1][C:2]1[N:3]=[C:4]2[CH:9]=[C:8]([CH3:10])[CH:7]=[CH:6][N:5]2[C:11]=1[C:12]([O:14]CC)=[O:13].[Li+].[OH-]. Product: [CH3:1][C:2]1[N:3]=[C:4]2[CH:9]=[C:8]([CH3:10])[CH:7]=[CH:6][N:5]2[C:11]=1[C:12]([OH:14])=[O:13]. The catalyst class is: 8. (9) Reactant: [C:1]([O:5][C:6]([N:8]1[CH2:26][CH2:25][N:11]2[C:12](=[O:24])[C:13]3[C:18]([C@@H:10]2[CH2:9]1)=[CH:17][C:16](Br)=[CH:15][C:14]=3[C:20]([F:23])([F:22])[F:21])=[O:7])([CH3:4])([CH3:3])[CH3:2].[CH3:27][S-:28].[Na+]. Product: [C:1]([O:5][C:6]([N:8]1[CH2:26][CH2:25][N:11]2[C:12](=[O:24])[C:13]3[C:18]([C@@H:10]2[CH2:9]1)=[CH:17][C:16]([S:28][CH3:27])=[CH:15][C:14]=3[C:20]([F:23])([F:22])[F:21])=[O:7])([CH3:4])([CH3:3])[CH3:2]. The catalyst class is: 3.